Dataset: Reaction yield outcomes from USPTO patents with 853,638 reactions. Task: Predict the reaction yield, written as a fraction of the theoretical maximum amount of product (1.0 means a 100% yield; for example, 0.34 means a 34% yield). (1) The reactants are C([Li])CCC.Br[C:7]1[CH:15]=[CH:14][C:13]2[N:12]3[CH2:16][CH2:17][CH2:18][C:11]3=[CH:10][C:9]=2[CH:8]=1.C([O:22]B(OC(C)C)OC(C)C)(C)C.C(O)(=O)C.OO. The catalyst is CCCCCC.O1CCCC1.C(OCC)C.O. The product is [CH2:18]1[C:11]2=[CH:10][C:9]3[CH:8]=[C:7]([OH:22])[CH:15]=[CH:14][C:13]=3[N:12]2[CH2:16][CH2:17]1. The yield is 0.940. (2) The reactants are [NH2:1][C:2]1[CH:42]=[CH:41][C:5]([C:6]([N:8]2[CH2:13][CH2:12][CH:11]([NH:14][C:15]3[N:20]=[C:19]([C:21]4[C:29]5[C:24](=[CH:25][CH:26]=[CH:27][CH:28]=5)[N:23](S(C5C=CC=CC=5)(=O)=O)[CH:22]=4)[C:18]([C:39]#[N:40])=[CH:17][N:16]=3)[CH2:10][CH2:9]2)=[O:7])=[CH:4][CH:3]=1.[OH-].[Na+]. The catalyst is O1CCOCC1.C(Cl)Cl. The product is [NH2:1][C:2]1[CH:42]=[CH:41][C:5]([C:6]([N:8]2[CH2:13][CH2:12][CH:11]([NH:14][C:15]3[N:20]=[C:19]([C:21]4[C:29]5[C:24](=[CH:25][CH:26]=[CH:27][CH:28]=5)[NH:23][CH:22]=4)[C:18]([C:39]#[N:40])=[CH:17][N:16]=3)[CH2:10][CH2:9]2)=[O:7])=[CH:4][CH:3]=1. The yield is 0.933. (3) The reactants are [C:1]1(=[C:8]([C:24]2[CH:29]=[CH:28][CH:27]=[CH:26][CH:25]=2)[C:9]2[CH:14]=[CH:13][C:12](/[CH:15]=[CH:16]/[C:17]([O:19]C(C)(C)C)=[O:18])=[CH:11][CH:10]=2)[CH2:7][CH2:6][CH2:5][CH2:4][CH2:3][CH2:2]1.C(O)(C(F)(F)F)=O. The catalyst is C(Cl)Cl. The product is [C:1]1(=[C:8]([C:24]2[CH:29]=[CH:28][CH:27]=[CH:26][CH:25]=2)[C:9]2[CH:10]=[CH:11][C:12](/[CH:15]=[CH:16]/[C:17]([OH:19])=[O:18])=[CH:13][CH:14]=2)[CH2:7][CH2:6][CH2:5][CH2:4][CH2:3][CH2:2]1. The yield is 0.410. (4) The reactants are [CH2:1]([O:8][C:9]1[N:14]=[CH:13][C:12]([CH2:15][C:16]2[CH:20]=[C:19]([C:21]3[C:22]([NH2:28])=[N:23][C:24]([NH2:27])=[CH:25][CH:26]=3)[O:18][N:17]=2)=[CH:11][CH:10]=1)[C:2]1[CH:7]=[CH:6][CH:5]=[CH:4][CH:3]=1.[OH:29][CH2:30][CH:31]=O.N1C=CC=CC=1C.B.C(=O)([O-])O.[Na+]. The catalyst is C(O)(=O)C.CN(C)C=O. The product is [NH2:28][C:22]1[N:23]=[C:24]([NH:27][CH2:31][CH2:30][OH:29])[CH:25]=[CH:26][C:21]=1[C:19]1[O:18][N:17]=[C:16]([CH2:15][C:12]2[CH:13]=[N:14][C:9]([O:8][CH2:1][C:2]3[CH:7]=[CH:6][CH:5]=[CH:4][CH:3]=3)=[CH:10][CH:11]=2)[CH:20]=1. The yield is 0.100. (5) The reactants are Cl[C:2]1[CH:7]=[CH:6][C:5]([O:8][CH3:9])=[CH:4][C:3]=1[N+:10]([O-:12])=[O:11].[CH3:13][C:14]1(C)[C:18](C)(C)OB(C(C)=C)O1.C(=O)([O-])[O-].[Na+].[Na+].O1CCOCC1.O. The catalyst is O.Cl[Pd](Cl)([P](C1C=CC=CC=1)(C1C=CC=CC=1)C1C=CC=CC=1)[P](C1C=CC=CC=1)(C1C=CC=CC=1)C1C=CC=CC=1. The product is [CH3:9][O:8][C:5]1[CH:6]=[CH:7][C:2]([C:14]([CH3:18])=[CH2:13])=[C:3]([N+:10]([O-:12])=[O:11])[CH:4]=1. The yield is 0.530. (6) The product is [Cl:1][C:2]1[N:9]=[C:8]([Cl:10])[C:7]([CH:12]2[CH2:14][CH2:13]2)=[CH:6][C:3]=1[C:4]#[N:5]. The catalyst is C1(C)C=CC=CC=1.O.CC([O-])=O.CC([O-])=O.[Pd+2].O. The reactants are [Cl:1][C:2]1[N:9]=[C:8]([Cl:10])[C:7](I)=[CH:6][C:3]=1[C:4]#[N:5].[CH:12]1(B(O)O)[CH2:14][CH2:13]1.[O-]P([O-])([O-])=O.[K+].[K+].[K+].P(C1CCCCC1)(C1CCCCC1)C1CCCCC1. The yield is 0.700.